Dataset: Forward reaction prediction with 1.9M reactions from USPTO patents (1976-2016). Task: Predict the product of the given reaction. (1) Given the reactants [C:1]([CH:4]([C:14]1[N:22]2[C:17]([C:18](=[O:34])[NH:19][C:20]([CH2:23][C:24]3[CH:25]=[C:26]4[C:31](=[CH:32][CH:33]=3)[N:30]=[CH:29][CH:28]=[CH:27]4)=[N:21]2)=[C:16]([CH3:35])[N:15]=1)[CH2:5][CH2:6][CH2:7][C:8]1[CH:13]=[CH:12][CH:11]=[CH:10][CH:9]=1)(=[O:3])[CH3:2].[BH4-].[Na+], predict the reaction product. The product is: [OH:3][CH:1]([CH:4]([C:14]1[N:22]2[C:17]([C:18](=[O:34])[NH:19][C:20]([CH2:23][C:24]3[CH:25]=[C:26]4[C:31](=[CH:32][CH:33]=3)[N:30]=[CH:29][CH:28]=[CH:27]4)=[N:21]2)=[C:16]([CH3:35])[N:15]=1)[CH2:5][CH2:6][CH2:7][C:8]1[CH:9]=[CH:10][CH:11]=[CH:12][CH:13]=1)[CH3:2]. (2) Given the reactants [CH3:1][O:2][C:3]1[CH:4]=[C:5]([CH:18]=[CH:19][CH:20]=1)[O:6][C:7]1[CH:12]=[C:11]([CH3:13])[C:10]([C:14](=[O:16])[CH3:15])=[C:9]([CH3:17])[CH:8]=1.[Br-:21].[Br-].[Br-].C([N+](CCCC)(CCCC)CCCC)CCC.C([N+](CCCC)(CCCC)CCCC)CCC.C([N+](CCCC)(CCCC)CCCC)CCC, predict the reaction product. The product is: [Br:21][CH2:15][C:14]([C:10]1[C:11]([CH3:13])=[CH:12][C:7]([O:6][C:5]2[CH:18]=[CH:19][CH:20]=[C:3]([O:2][CH3:1])[CH:4]=2)=[CH:8][C:9]=1[CH3:17])=[O:16]. (3) Given the reactants [C:1]1(/[C:7](/[C:13]2[CH:14]=[C:15]([CH3:19])[CH:16]=[CH:17][CH:18]=2)=[C:8]2/[CH2:9][NH:10][CH2:11][CH2:12]/2)[CH:6]=[CH:5][CH:4]=[CH:3][CH:2]=1.[H][H], predict the reaction product. The product is: [C:1]1([CH:7]([C:13]2[CH:14]=[C:15]([CH3:19])[CH:16]=[CH:17][CH:18]=2)[CH:8]2[CH2:12][CH2:11][NH:10][CH2:9]2)[CH:2]=[CH:3][CH:4]=[CH:5][CH:6]=1.